Dataset: Peptide-MHC class II binding affinity with 134,281 pairs from IEDB. Task: Regression. Given a peptide amino acid sequence and an MHC pseudo amino acid sequence, predict their binding affinity value. This is MHC class II binding data. (1) The peptide sequence is DHAHWTEAKMLLDNI. The MHC is DRB1_0404 with pseudo-sequence DRB1_0404. The binding affinity (normalized) is 0.246. (2) The peptide sequence is AAATAGITVYGAFAA. The MHC is HLA-DQA10401-DQB10402 with pseudo-sequence HLA-DQA10401-DQB10402. The binding affinity (normalized) is 0.453. (3) The peptide sequence is ALLTSRLTGLALRNR. The MHC is DRB1_0301 with pseudo-sequence DRB1_0301. The binding affinity (normalized) is 0. (4) The peptide sequence is KGSNEKHLAVLVKYE. The MHC is HLA-DPA10103-DPB10201 with pseudo-sequence HLA-DPA10103-DPB10201. The binding affinity (normalized) is 0.218.